From a dataset of NCI-60 drug combinations with 297,098 pairs across 59 cell lines. Regression. Given two drug SMILES strings and cell line genomic features, predict the synergy score measuring deviation from expected non-interaction effect. (1) Drug 2: CCC1(C2=C(COC1=O)C(=O)N3CC4=CC5=C(C=CC(=C5CN(C)C)O)N=C4C3=C2)O.Cl. Synergy scores: CSS=22.3, Synergy_ZIP=-7.28, Synergy_Bliss=-11.5, Synergy_Loewe=-5.40, Synergy_HSA=-4.58. Cell line: HCC-2998. Drug 1: C1=NC2=C(N=C(N=C2N1C3C(C(C(O3)CO)O)O)F)N. (2) Synergy scores: CSS=16.7, Synergy_ZIP=-3.40, Synergy_Bliss=-2.16, Synergy_Loewe=12.5, Synergy_HSA=3.62. Drug 2: CS(=O)(=O)OCCCCOS(=O)(=O)C. Drug 1: CC1=C(C=C(C=C1)C(=O)NC2=CC(=CC(=C2)C(F)(F)F)N3C=C(N=C3)C)NC4=NC=CC(=N4)C5=CN=CC=C5. Cell line: RPMI-8226. (3) Drug 1: C1CCC(C1)C(CC#N)N2C=C(C=N2)C3=C4C=CNC4=NC=N3. Drug 2: CCC1(C2=C(COC1=O)C(=O)N3CC4=CC5=C(C=CC(=C5CN(C)C)O)N=C4C3=C2)O.Cl. Cell line: CCRF-CEM. Synergy scores: CSS=68.2, Synergy_ZIP=1.58, Synergy_Bliss=5.48, Synergy_Loewe=-58.1, Synergy_HSA=4.54. (4) Drug 1: C1=CC(=CC=C1CC(C(=O)O)N)N(CCCl)CCCl.Cl. Drug 2: C1=NC2=C(N=C(N=C2N1C3C(C(C(O3)CO)O)F)Cl)N. Cell line: M14. Synergy scores: CSS=19.9, Synergy_ZIP=-1.04, Synergy_Bliss=-0.163, Synergy_Loewe=-35.5, Synergy_HSA=-1.55. (5) Drug 1: CN(C)C1=NC(=NC(=N1)N(C)C)N(C)C. Drug 2: C1=CC(=CC=C1CCCC(=O)O)N(CCCl)CCCl. Cell line: SNB-19. Synergy scores: CSS=4.54, Synergy_ZIP=-1.13, Synergy_Bliss=3.99, Synergy_Loewe=-5.23, Synergy_HSA=2.29.